This data is from Full USPTO retrosynthesis dataset with 1.9M reactions from patents (1976-2016). The task is: Predict the reactants needed to synthesize the given product. (1) Given the product [OH:20][CH2:19][CH2:18][S:17][CH2:2][C:3]([O:5][C:6]([CH3:9])([CH3:8])[CH3:7])=[O:4], predict the reactants needed to synthesize it. The reactants are: Br[CH2:2][C:3]([O:5][C:6]([CH3:9])([CH3:8])[CH3:7])=[O:4].C(N(CC)CC)C.[SH:17][CH2:18][CH2:19][OH:20].C(OC(=O)C)C. (2) The reactants are: [O:1]1CCC(=O)CC1.C(N1CCNCC1)(OC(C)(C)C)=O.[C-]#N.[K+].[C:24]([O:28][C:29]([N:31]1[CH2:36][CH2:35][N:34]([C:37]2([C:43]#[N:44])[CH2:42][CH2:41][O:40][CH2:39][CH2:38]2)[CH2:33][CH2:32]1)=[O:30])([CH3:27])([CH3:26])[CH3:25].[OH-].[Na+].OO. Given the product [C:24]([O:28][C:29]([N:31]1[CH2:32][CH2:33][N:34]([C:37]2([C:43](=[O:1])[NH2:44])[CH2:38][CH2:39][O:40][CH2:41][CH2:42]2)[CH2:35][CH2:36]1)=[O:30])([CH3:27])([CH3:25])[CH3:26], predict the reactants needed to synthesize it. (3) Given the product [F:36][C:37]([F:42])([F:41])[C:38]([OH:40])=[O:39].[Cl:1][C:2]1[CH:3]=[C:4]2[C:9](=[CH:10][CH:11]=1)[CH:8]=[C:7]([S:12]([CH2:15][CH2:16][CH2:17][N:18]1[C:22]3([CH2:27][CH2:26][NH:25][CH2:24][CH2:23]3)[S:21][CH2:20][C:19]1=[O:35])(=[O:14])=[O:13])[CH:6]=[CH:5]2, predict the reactants needed to synthesize it. The reactants are: [Cl:1][C:2]1[CH:3]=[C:4]2[C:9](=[CH:10][CH:11]=1)[CH:8]=[C:7]([S:12]([CH2:15][CH2:16][CH2:17][N:18]1[C:22]3([CH2:27][CH2:26][N:25](C(OC(C)(C)C)=O)[CH2:24][CH2:23]3)[S:21][CH2:20][C:19]1=[O:35])(=[O:14])=[O:13])[CH:6]=[CH:5]2.[F:36][C:37]([F:42])([F:41])[C:38]([OH:40])=[O:39]. (4) Given the product [F:1][C:2]1[CH:3]=[C:4]([C:8]2[C:9](=[O:11])[N:17]3[C:18]([NH:19][C:20]4[CH:25]=[CH:24][CH:23]=[CH:22][C:21]=43)=[C:26]([C:27]#[N:28])[C:14]=2[CH3:16])[CH:5]=[CH:6][CH:7]=1, predict the reactants needed to synthesize it. The reactants are: [F:1][C:2]1[CH:3]=[C:4]([CH:8]([C:14]([CH3:16])=O)[C:9]([O:11]CC)=O)[CH:5]=[CH:6][CH:7]=1.[N:17]1[C:21]2[CH:22]=[CH:23][CH:24]=[CH:25][C:20]=2[NH:19][C:18]=1[CH2:26][C:27]#[N:28].C([O-])(=O)C.[NH4+]. (5) Given the product [CH3:19][O:18][C:15]1[N:16]=[CH:17][C:12]([CH:21]([OH:24])[CH2:22][CH3:23])=[C:13]([CH3:20])[CH:14]=1, predict the reactants needed to synthesize it. The reactants are: C([Mg]Cl)(C)C.[Li]CCCC.Br[C:12]1[C:13]([CH3:20])=[CH:14][C:15]([O:18][CH3:19])=[N:16][CH:17]=1.[CH:21](=[O:24])[CH2:22][CH3:23].